Task: Regression. Given a peptide amino acid sequence and an MHC pseudo amino acid sequence, predict their binding affinity value. This is MHC class I binding data.. Dataset: Peptide-MHC class I binding affinity with 185,985 pairs from IEDB/IMGT (1) The peptide sequence is AMVNNEAPI. The MHC is H-2-Kb with pseudo-sequence H-2-Kb. The binding affinity (normalized) is 0.526. (2) The peptide sequence is LSQDALTNY. The MHC is HLA-A01:01 with pseudo-sequence HLA-A01:01. The binding affinity (normalized) is 0.295. (3) The peptide sequence is VEIFKHLVF. The MHC is HLA-B18:01 with pseudo-sequence HLA-B18:01. The binding affinity (normalized) is 0.943. (4) The peptide sequence is AIFQSSMTK. The MHC is HLA-B40:02 with pseudo-sequence HLA-B40:02. The binding affinity (normalized) is 0.0207. (5) The peptide sequence is AEIRASANLA. The MHC is Patr-B2401 with pseudo-sequence Patr-B2401. The binding affinity (normalized) is 0.403.